This data is from NCI-60 drug combinations with 297,098 pairs across 59 cell lines. The task is: Regression. Given two drug SMILES strings and cell line genomic features, predict the synergy score measuring deviation from expected non-interaction effect. (1) Drug 1: CN1C(=O)N2C=NC(=C2N=N1)C(=O)N. Drug 2: CC(C)(C#N)C1=CC(=CC(=C1)CN2C=NC=N2)C(C)(C)C#N. Cell line: CCRF-CEM. Synergy scores: CSS=-4.62, Synergy_ZIP=7.83, Synergy_Bliss=11.6, Synergy_Loewe=-5.72, Synergy_HSA=-1.97. (2) Drug 1: CC1=C(C=C(C=C1)C(=O)NC2=CC(=CC(=C2)C(F)(F)F)N3C=C(N=C3)C)NC4=NC=CC(=N4)C5=CN=CC=C5. Drug 2: CCC1(CC2CC(C3=C(CCN(C2)C1)C4=CC=CC=C4N3)(C5=C(C=C6C(=C5)C78CCN9C7C(C=CC9)(C(C(C8N6C)(C(=O)OC)O)OC(=O)C)CC)OC)C(=O)OC)O.OS(=O)(=O)O. Cell line: HCT116. Synergy scores: CSS=4.87, Synergy_ZIP=-2.29, Synergy_Bliss=-5.89, Synergy_Loewe=0.230, Synergy_HSA=-4.95. (3) Drug 1: CC1=CC2C(CCC3(C2CCC3(C(=O)C)OC(=O)C)C)C4(C1=CC(=O)CC4)C. Drug 2: CC1=CC=C(C=C1)C2=CC(=NN2C3=CC=C(C=C3)S(=O)(=O)N)C(F)(F)F. Cell line: M14. Synergy scores: CSS=-4.24, Synergy_ZIP=1.95, Synergy_Bliss=-2.74, Synergy_Loewe=-4.53, Synergy_HSA=-5.77. (4) Drug 1: CC(C1=C(C=CC(=C1Cl)F)Cl)OC2=C(N=CC(=C2)C3=CN(N=C3)C4CCNCC4)N. Drug 2: CS(=O)(=O)CCNCC1=CC=C(O1)C2=CC3=C(C=C2)N=CN=C3NC4=CC(=C(C=C4)OCC5=CC(=CC=C5)F)Cl. Cell line: HS 578T. Synergy scores: CSS=0.0330, Synergy_ZIP=3.78, Synergy_Bliss=5.58, Synergy_Loewe=-1.74, Synergy_HSA=-0.724.